From a dataset of Forward reaction prediction with 1.9M reactions from USPTO patents (1976-2016). Predict the product of the given reaction. (1) Given the reactants [OH:1][C:2]1[CH:7]=[CH:6][CH:5]=[CH:4][C:3]=1[C:8]1[CH:13]=[CH:12][CH:11]=[CH:10][CH:9]=1.C1(C)C=CC(S(O)(=O)=O)=CC=1.[CH3:25][O:26][C:27](OC)(C)C, predict the reaction product. The product is: [CH3:25][O:26][CH2:27][O:1][C:2]1[CH:7]=[CH:6][CH:5]=[CH:4][C:3]=1[C:8]1[CH:9]=[CH:10][CH:11]=[CH:12][CH:13]=1. (2) Given the reactants [N+:1]([C:4]1[CH:5]=[N:6][C:7]2[C:12]([C:13]=1[NH:14][CH2:15][CH2:16][CH2:17][CH2:18][CH2:19]O)=[CH:11][CH:10]=[CH:9][CH:8]=2)([O-:3])=[O:2].S(Cl)([Cl:23])=O, predict the reaction product. The product is: [Cl:23][CH2:19][CH2:18][CH2:17][CH2:16][CH2:15][NH:14][C:13]1[C:12]2[C:7](=[CH:8][CH:9]=[CH:10][CH:11]=2)[N:6]=[CH:5][C:4]=1[N+:1]([O-:3])=[O:2]. (3) Given the reactants [NH:1]1[C:9]2[C:4](=[CH:5][C:6](B(O)O)=[CH:7][CH:8]=2)[CH:3]=[CH:2]1.Br[C:14]1[CH:15]=[N:16][CH:17]=[N:18][CH:19]=1.C(=O)(O)[O-].[Na+].COCCOC, predict the reaction product. The product is: [N:16]1[CH:15]=[C:14]([C:6]2[CH:5]=[C:4]3[C:9](=[CH:8][CH:7]=2)[NH:1][CH:2]=[CH:3]3)[CH:19]=[N:18][CH:17]=1. (4) Given the reactants [CH2:1]([O:3][C:4](=[O:17])/[CH:5]=[C:6](\[NH:13][C:14](=[O:16])[CH3:15])/[C@H:7]([CH3:12])[C@H:8]([CH3:11])[CH:9]=[CH2:10])[CH3:2], predict the reaction product. The product is: [CH2:1]([O:3][C:4](=[O:17])[CH2:5][C@@H:6]([NH:13][C:14](=[O:16])[CH3:15])[C@H:7]([CH3:12])[C@H:8]([CH3:11])[CH2:9][CH3:10])[CH3:2]. (5) Given the reactants [OH:1][C:2]1[CH:7]=[CH:6][C:5]([CH2:8][CH2:9][C:10]2[CH:11]=[CH:12][C:13]3[O:17][C:16]([CH:18]([NH:20][C:21](=[O:23])[CH3:22])[CH3:19])=[CH:15][C:14]=3[CH:24]=2)=[CH:4][CH:3]=1.Br[CH2:26][CH2:27][CH2:28][CH3:29], predict the reaction product. The product is: [CH2:26]([O:1][C:2]1[CH:7]=[CH:6][C:5]([CH2:8][CH2:9][C:10]2[CH:11]=[CH:12][C:13]3[O:17][C:16]([CH:18]([NH:20][C:21](=[O:23])[CH3:22])[CH3:19])=[CH:15][C:14]=3[CH:24]=2)=[CH:4][CH:3]=1)[CH2:27][CH2:28][CH3:29].